This data is from Reaction yield outcomes from USPTO patents with 853,638 reactions. The task is: Predict the reaction yield, written as a fraction of the theoretical maximum amount of product (1.0 means a 100% yield; for example, 0.34 means a 34% yield). (1) The reactants are CO.[NH2:3][C:4]1[C:9]([C:10]2[O:14][N:13]=[C:12]([CH2:15][C:16]3[CH:21]=[CH:20][C:19]([OH:22])=[CH:18][CH:17]=3)[CH:11]=2)=[CH:8][CH:7]=[C:6]([NH2:23])[N:5]=1.[OH-].[Na+].[Cl:26][C:27]1[CH:32]=[N:31][CH:30]=[C:29](Cl)[N:28]=1. The catalyst is CN(C)C=O. The product is [Cl:26][C:27]1[N:28]=[C:29]([O:22][C:19]2[CH:20]=[CH:21][C:16]([CH2:15][C:12]3[CH:11]=[C:10]([C:9]4[C:4]([NH2:3])=[N:5][C:6]([NH2:23])=[CH:7][CH:8]=4)[O:14][N:13]=3)=[CH:17][CH:18]=2)[CH:30]=[N:31][CH:32]=1. The yield is 0.670. (2) The reactants are [F:1][C:2]1[CH:17]=[C:16]([CH:18]=O)[CH:15]=[CH:14][C:3]=1[O:4][C:5]1[CH:6]=[CH:7][C:8]([C:11]([NH2:13])=[O:12])=[N:9][CH:10]=1.[CH3:20][C:21]1[CH:22]=[C:23]([CH:27]=[CH:28][CH:29]=1)[CH2:24][CH2:25][NH2:26]. The yield is 0.525. No catalyst specified. The product is [F:1][C:2]1[CH:17]=[C:16]([CH2:18][NH:26][CH2:25][CH2:24][C:23]2[CH:22]=[C:21]([CH3:20])[CH:29]=[CH:28][CH:27]=2)[CH:15]=[CH:14][C:3]=1[O:4][C:5]1[CH:6]=[CH:7][C:8]([C:11]([NH2:13])=[O:12])=[N:9][CH:10]=1. (3) The reactants are [F:1][C:2]1[CH:7]=[CH:6][C:5]([N:8]2[CH2:13][CH2:12][N:11]([C:14]3[N:19]=[C:18]([CH3:20])[NH:17][C:16](=[O:21])[C:15]=3[N+:22]([O-:24])=[O:23])[CH2:10][CH2:9]2)=[CH:4][CH:3]=1.C(N(C(C)C)C(C)C)C.Br[CH2:35][CH2:36][OH:37].C(=O)([O-])[O-].[K+].[K+]. The catalyst is CN(C)C=O. The product is [F:1][C:2]1[CH:7]=[CH:6][C:5]([N:8]2[CH2:9][CH2:10][N:11]([C:14]3[N:19]=[C:18]([CH3:20])[N:17]=[C:16]([O:21][CH2:35][CH2:36][OH:37])[C:15]=3[N+:22]([O-:24])=[O:23])[CH2:12][CH2:13]2)=[CH:4][CH:3]=1. The yield is 0.191. (4) The reactants are [CH3:1][C:2]1([CH3:42])[C:6]([CH3:8])([CH3:7])[O:5][B:4]([C:9]2[CH:10]=[CH:11][C:12]3[C:41]4[C:17](=[C:18]5[C:38](=[CH:39][CH:40]=4)[C:22]4[N:23]=[C:24]([C@@H:26]6[CH2:30][CH2:29][CH2:28][N:27]6[C:31](OC(C)(C)C)=[O:32])[NH:25][C:21]=4[CH:20]=[CH:19]5)[O:16][CH2:15][C:13]=3[CH:14]=2)[O:3]1.Cl.[CH3:44][O:45][C:46]([NH:48][C@@H:49]([CH:53]([CH3:55])[CH3:54])C(O)=O)=[O:47].CN(C(ON1N=NC2C=CC=NC1=2)=[N+](C)C)C.F[P-](F)(F)(F)(F)F.C(N(C(C)C)CC)(C)C. The catalyst is C(OCC)(=O)C.C(O)C. The product is [CH3:54][CH:53]([CH3:55])[C@H:49]([NH:48][C:46](=[O:47])[O:45][CH3:44])[C:31](=[O:32])[N:27]1[CH2:28][CH2:29][CH2:30][C@H:26]1[C:24]1[NH:25][C:21]2[CH:20]=[CH:19][C:18]3[C:38](=[CH:39][CH:40]=[C:41]4[C:12]5[CH:11]=[CH:10][C:9]([B:4]6[O:3][C:2]([CH3:42])([CH3:1])[C:6]([CH3:7])([CH3:8])[O:5]6)=[CH:14][C:13]=5[CH2:15][O:16][C:17]4=3)[C:22]=2[N:23]=1. The yield is 0.720. (5) The reactants are [CH:1]12[O:6][CH:5]1[CH2:4][N:3]([C:7]([O:9][CH2:10][C:11]1[CH:16]=[CH:15][CH:14]=[CH:13][CH:12]=1)=[O:8])[CH2:2]2.[N-:17]=[N+:18]=[N-:19].[Na+]. The catalyst is CN(C=O)C.CC(C)=O.O.CCOCC. The product is [N:17]([CH:1]1[CH:5]([OH:6])[CH2:4][N:3]([C:7]([O:9][CH2:10][C:11]2[CH:16]=[CH:15][CH:14]=[CH:13][CH:12]=2)=[O:8])[CH2:2]1)=[N+:18]=[N-:19]. The yield is 0.659. (6) The reactants are [CH:1]1([CH2:6][CH:7]([N:11]2[C:16](=[O:17])[CH:15]=[C:14]([OH:18])[CH:13]=[N:12]2)[C:8]([OH:10])=[O:9])[CH2:5][CH2:4][CH2:3][CH2:2]1.S(Cl)(Cl)=O.[CH3:23]O. No catalyst specified. The product is [CH3:23][O:9][C:8](=[O:10])[CH:7]([N:11]1[C:16](=[O:17])[CH:15]=[C:14]([OH:18])[CH:13]=[N:12]1)[CH2:6][CH:1]1[CH2:5][CH2:4][CH2:3][CH2:2]1. The yield is 0.800.